This data is from Forward reaction prediction with 1.9M reactions from USPTO patents (1976-2016). The task is: Predict the product of the given reaction. (1) Given the reactants [C:1]([O:5][C:6]([N:8](C(OC(C)(C)C)=O)[C:9]1[O:17][C:16]2[C:11](=[N:12][CH:13]=[C:14]([C:18]3[CH:19]=[N:20][CH:21]=[N:22][CH:23]=3)[CH:15]=2)[C:10]=1[C:24]([O:26]C)=[O:25])=[O:7])([CH3:4])([CH3:3])[CH3:2].O[Li].O, predict the reaction product. The product is: [C:1]([O:5][C:6]([NH:8][C:9]1[O:17][C:16]2[C:11](=[N:12][CH:13]=[C:14]([C:18]3[CH:23]=[N:22][CH:21]=[N:20][CH:19]=3)[CH:15]=2)[C:10]=1[C:24]([OH:26])=[O:25])=[O:7])([CH3:4])([CH3:2])[CH3:3]. (2) Given the reactants Br[C:2]1[C:3]([NH:8][C:9]2[S:10][C:11]3[C:16]([N:17]=2)=[CH:15][CH:14]=[CH:13][N:12]=3)=[N:4][CH:5]=[CH:6][CH:7]=1.[SH:18][CH2:19][CH2:20][C:21]([O:23][CH3:24])=[O:22].C(N(C(C)C)C(C)C)C.O1CCOCC1, predict the reaction product. The product is: [N:17]1[C:16]2[C:11](=[N:12][CH:13]=[CH:14][CH:15]=2)[S:10][C:9]=1[NH:8][C:3]1[C:2]([S:18][CH2:19][CH2:20][C:21]([O:23][CH3:24])=[O:22])=[CH:7][CH:6]=[CH:5][N:4]=1. (3) Given the reactants [CH2:1]1[CH2:5][O:4][CH2:3][CH2:2]1.[N+:6]([C:9]1[CH:14]=[CH:13][C:12]([OH:15])=[CH:11][CH:10]=1)([O-:8])=[O:7].C(O[CH2:19][CH3:20])C, predict the reaction product. The product is: [N+:6]([C:9]1[CH:14]=[CH:13][C:12]([O:15][C@H:20]2[CH:19]=[CH:5][C:1]3[C:2](=[CH:5][CH:1]=[CH:2][CH:3]=3)[C@@H:3]2[OH:4])=[CH:11][CH:10]=1)([O-:8])=[O:7]. (4) The product is: [CH3:1][C:2]([S:16][S:26][C:18]1[S:17][C:21]2[CH:22]=[CH:23][CH:24]=[CH:25][C:20]=2[N:19]=1)([CH:3]=[CH2:4])[CH2:5][CH2:6][CH:7]=[C:8]([CH3:15])[CH2:9][CH2:10][CH:11]=[C:12]([CH3:14])[CH3:13]. Given the reactants [CH3:1][C:2]([SH:16])([CH2:5][CH2:6]/[CH:7]=[C:8](\[CH3:15])/[CH2:9][CH2:10][CH:11]=[C:12]([CH3:14])[CH3:13])[CH:3]=[CH2:4].[S:17]1[C:21]2[CH:22]=[CH:23][CH:24]=[CH:25][C:20]=2[N:19]=[C:18]1[S:26][S:26][C:18]1[S:17][C:21]2[CH:22]=[CH:23][CH:24]=[CH:25][C:20]=2[N:19]=1, predict the reaction product. (5) Given the reactants [CH2:1]([O:3][C:4](=[O:33])[C:5]([O:22][C:23]1[CH:28]=[CH:27][C:26]([C:29]([F:32])([F:31])[F:30])=[CH:25][CH:24]=1)([CH3:21])[CH2:6][C:7]1[CH:12]=[CH:11][C:10]([O:13]CC2C=CC=CC=2)=[CH:9][CH:8]=1)[CH3:2], predict the reaction product. The product is: [CH2:1]([O:3][C:4](=[O:33])[C:5]([O:22][C:23]1[CH:24]=[CH:25][C:26]([C:29]([F:31])([F:30])[F:32])=[CH:27][CH:28]=1)([CH3:21])[CH2:6][C:7]1[CH:8]=[CH:9][C:10]([OH:13])=[CH:11][CH:12]=1)[CH3:2].